Dataset: Forward reaction prediction with 1.9M reactions from USPTO patents (1976-2016). Task: Predict the product of the given reaction. (1) Given the reactants CO[C:3](=[O:25])[C:4]1[CH:9]=[CH:8][C:7]([O:10][CH2:11][C:12]2[C:13]([C:18]3[CH:23]=[CH:22][C:21]([Cl:24])=[CH:20][N:19]=3)=[N:14][O:15][C:16]=2[CH3:17])=[N:6][CH:5]=1.[NH:26]1[CH2:31][CH2:30][O:29][CH2:28][CH2:27]1, predict the reaction product. The product is: [Cl:24][C:21]1[CH:22]=[CH:23][C:18]([C:13]2[C:12]([CH2:11][O:10][C:7]3[N:6]=[CH:5][C:4]([C:3]([N:26]4[CH2:31][CH2:30][O:29][CH2:28][CH2:27]4)=[O:25])=[CH:9][CH:8]=3)=[C:16]([CH3:17])[O:15][N:14]=2)=[N:19][CH:20]=1. (2) Given the reactants [CH3:1][O:2][C:3]([C@H:5]1[CH2:10][CH2:9][C@H:8]([CH2:11][NH:12][CH2:13][CH2:14][C:15]2[CH:20]=[CH:19][CH:18]=[CH:17][C:16]=2[N+:21]([O-])=O)[CH2:7][CH2:6]1)=[O:4].CC(O)=O.[H][H], predict the reaction product. The product is: [CH3:1][O:2][C:3]([C@H:5]1[CH2:10][CH2:9][C@H:8]([CH2:11][NH:12][CH2:13][CH2:14][C:15]2[CH:20]=[CH:19][CH:18]=[CH:17][C:16]=2[NH2:21])[CH2:7][CH2:6]1)=[O:4]. (3) Given the reactants [F:1][C:2]1[C:11]2[O:10][CH2:9][CH:8]([NH:12][CH2:13][CH2:14][C:15]3[C:23]4[C:18](=[CH:19][CH:20]=[C:21]([F:24])[CH:22]=4)[NH:17][CH:16]=3)[CH2:7][C:6]=2[C:5]([C:25]([NH2:27])=[O:26])=[CH:4][CH:3]=1.[CH:28](=O)[CH3:29].C(O)(=O)C.C([BH3-])#N.[Na+], predict the reaction product. The product is: [CH2:28]([N:12]([CH2:13][CH2:14][C:15]1[C:23]2[C:18](=[CH:19][CH:20]=[C:21]([F:24])[CH:22]=2)[NH:17][CH:16]=1)[CH:8]1[CH2:7][C:6]2[C:5]([C:25]([NH2:27])=[O:26])=[CH:4][CH:3]=[C:2]([F:1])[C:11]=2[O:10][CH2:9]1)[CH3:29]. (4) The product is: [C:1]1([CH:7]2[C:8](=[O:9])[N:10]3[CH:15]2[CH2:14][CH2:13][CH2:12][CH2:11]3)[CH:6]=[CH:5][CH:4]=[CH:3][CH:2]=1. Given the reactants [C:1]1([C:7](=O)[C:8]([N:10]2[CH2:15][CH2:14][CH2:13][CH2:12][CH2:11]2)=[O:9])[CH:6]=[CH:5][CH:4]=[CH:3][CH:2]=1, predict the reaction product. (5) Given the reactants N#N.[N+:3]([C:6]1[CH:7]=[N:8][N:9]([CH2:11][C:12]2[O:16][C:15]([CH:17]=[O:18])=[CH:14][CH:13]=2)[CH:10]=1)([O-:5])=[O:4].[CH3:19][Mg]Br.[NH4+].[Cl-], predict the reaction product. The product is: [N+:3]([C:6]1[CH:7]=[N:8][N:9]([CH2:11][C:12]2[O:16][C:15]([CH:17]([OH:18])[CH3:19])=[CH:14][CH:13]=2)[CH:10]=1)([O-:5])=[O:4].